From a dataset of Reaction yield outcomes from USPTO patents with 853,638 reactions. Predict the reaction yield, written as a fraction of the theoretical maximum amount of product (1.0 means a 100% yield; for example, 0.34 means a 34% yield). (1) The reactants are C[O:2][C:3](=[O:38])[CH2:4][NH:5][C:6](=[O:37])[C:7]1[CH:12]=[C:11]([Cl:13])[C:10]([O:14][C:15]2[CH:20]=[CH:19][N:18]=[CH:17][C:16]=2[C:21]([N:23]2[C:32]3[C:27](=[CH:28][CH:29]=[CH:30][CH:31]=3)[N:26]([CH:33]3[CH2:35][CH2:34]3)[CH2:25][CH2:24]2)=[O:22])=[CH:9][C:8]=1[Cl:36].O.[OH-].[Li+]. The catalyst is O1CCOCC1.O. The product is [Cl:36][C:8]1[CH:9]=[C:10]([O:14][C:15]2[CH:20]=[CH:19][N:18]=[CH:17][C:16]=2[C:21]([N:23]2[C:32]3[C:27](=[CH:28][CH:29]=[CH:30][CH:31]=3)[N:26]([CH:33]3[CH2:35][CH2:34]3)[CH2:25][CH2:24]2)=[O:22])[C:11]([Cl:13])=[CH:12][C:7]=1[C:6]([NH:5][CH2:4][C:3]([OH:38])=[O:2])=[O:37]. The yield is 0.630. (2) The reactants are [C:1]([O:5][C:6]([NH:8][CH:9]([CH3:13])[C:10]([OH:12])=O)=[O:7])([CH3:4])([CH3:3])[CH3:2].Cl.[CH3:15][NH:16][O:17][CH3:18].Cl.CN(C)CCCN=C=NCC.C1C=CC2N(O)N=NC=2C=1.C([O-])(O)=O.[Na+]. The catalyst is CN(C)C=O. The product is [C:1]([O:5][C:6](=[O:7])[NH:8][CH:9]([C:10](=[O:12])[N:16]([O:17][CH3:18])[CH3:15])[CH3:13])([CH3:2])([CH3:3])[CH3:4]. The yield is 0.420. (3) The reactants are [CH3:1][N:2]1[C:10]2[C:5](=[CH:6][CH:7]=[CH:8][CH:9]=2)[C:4]([CH2:11][CH2:12][NH2:13])=[CH:3]1.CS(C)=[O:16].[ClH:18]. No catalyst specified. The product is [ClH:18].[NH2:13][CH2:12][CH2:11][CH:4]1[C:5]2[C:10](=[CH:9][CH:8]=[CH:7][CH:6]=2)[N:2]([CH3:1])[C:3]1=[O:16]. The yield is 0.450. (4) The reactants are O[CH:2]=[C:3]1[C:11]2[C:6](=[CH:7][C:8]([C:12]([C:14]3[CH:19]=[CH:18][C:17]([NH:20][C:21]([C:23]4[N:24]([CH2:29][CH3:30])[N:25]=[C:26]([CH3:28])[CH:27]=4)=[O:22])=[CH:16][CH:15]=3)=[O:13])=[CH:9][CH:10]=2)[NH:5][C:4]1=[O:31].[CH3:32][N:33]1[CH2:38][CH2:37][N:36]([C:39]2[CH:44]=[CH:43][C:42]([NH2:45])=[CH:41][CH:40]=2)[CH2:35][CH2:34]1. The catalyst is C1COCC1. The product is [CH3:32][N:33]1[CH2:34][CH2:35][N:36]([C:39]2[CH:44]=[CH:43][C:42]([NH:45][CH:2]=[C:3]3[C:11]4[C:6](=[CH:7][C:8]([C:12]([C:14]5[CH:15]=[CH:16][C:17]([NH:20][C:21]([C:23]6[N:24]([CH2:29][CH3:30])[N:25]=[C:26]([CH3:28])[CH:27]=6)=[O:22])=[CH:18][CH:19]=5)=[O:13])=[CH:9][CH:10]=4)[NH:5][C:4]3=[O:31])=[CH:41][CH:40]=2)[CH2:37][CH2:38]1. The yield is 0.600. (5) The product is [OH:36][C:2]1[CH:3]=[C:4]2[C:13](=[CH:14][CH:15]=1)[S:12][C:11]1[C:10]([C:16]3[O:17][C:18]([N:23]4[CH2:24][CH2:25][O:26][CH2:27][CH2:28]4)=[CH:19][C:20](=[O:22])[CH:21]=3)=[CH:9][CH:8]=[CH:7][C:6]=1[S:5]2. The reactants are N[C:2]1[CH:3]=[C:4]2[C:13](=[CH:14][CH:15]=1)[S:12][C:11]1[C:10]([C:16]3[O:17][C:18]([N:23]4[CH2:28][CH2:27][O:26][CH2:25][CH2:24]4)=[CH:19][C:20](=[O:22])[CH:21]=3)=[CH:9][CH:8]=[CH:7][C:6]=1[S:5]2.F[B-](F)(F)F.[H+].N(OCCCC)=[O:36].C(OCC)C. The yield is 1.00. The catalyst is C(O)C.O.